Dataset: Full USPTO retrosynthesis dataset with 1.9M reactions from patents (1976-2016). Task: Predict the reactants needed to synthesize the given product. Given the product [C:7]1([C:5]#[C:6][C:11]2[CH:30]=[CH:29][C:14]([CH2:15][NH:16][C:17]([C:19]3[CH:20]=[C:21]4[C:26](=[CH:27][CH:28]=3)[N:25]=[CH:24][CH:23]=[CH:22]4)=[O:18])=[CH:13][CH:12]=2)[CH:40]=[CH:36][CH:35]=[CH:34][CH:33]=1, predict the reactants needed to synthesize it. The reactants are: C(N(CC)[CH:5]([CH3:7])[CH3:6])(C)C.Br[C:11]1[CH:30]=[CH:29][C:14]([CH2:15][NH:16][C:17]([C:19]2[CH:20]=[C:21]3[C:26](=[CH:27][CH:28]=2)[N:25]=[CH:24][CH:23]=[CH:22]3)=[O:18])=[CH:13][CH:12]=1.CN1[CH2:36][CH2:35][CH2:34][C:33]1=O.N.O1CCC[CH2:40]1.